This data is from Full USPTO retrosynthesis dataset with 1.9M reactions from patents (1976-2016). The task is: Predict the reactants needed to synthesize the given product. (1) Given the product [Br:1][C:65]1[CH:64]=[CH:63][C:62]([OH:67])=[C:61]([O:60][CH2:59][CH2:58][CH2:57][O:56][CH3:55])[CH:66]=1, predict the reactants needed to synthesize it. The reactants are: [Br-:1].[Br-].[Br-].C([N+](CCCC)(CCCC)CCCC)CCC.C([N+](CCCC)(CCCC)CCCC)CCC.C([N+](CCCC)(CCCC)CCCC)CCC.[CH3:55][O:56][CH2:57][CH2:58][CH2:59][O:60][C:61]1[CH:66]=[CH:65][CH:64]=[CH:63][C:62]=1[OH:67]. (2) Given the product [CH3:20][N:2]([CH3:1])[CH2:3][CH2:4][N:5]1[C:14]2[C:9](=[CH:10][C:11]([I:15])=[CH:12][CH:13]=2)[C:8](=[O:16])[C:7]([C:17]([N:23]([CH3:24])[CH3:21])=[O:19])=[CH:6]1, predict the reactants needed to synthesize it. The reactants are: [CH3:1][N:2]([CH3:20])[CH2:3][CH2:4][N:5]1[C:14]2[C:9](=[CH:10][C:11]([I:15])=[CH:12][CH:13]=2)[C:8](=[O:16])[C:7]([C:17]([OH:19])=O)=[CH:6]1.[CH2:21]([N:23](CC)[CH2:24]C)C.CN(C(ON1N=NC2C=CC=NC1=2)=[N+](C)C)C.F[P-](F)(F)(F)(F)F.CNC. (3) Given the product [F:34][C:28]1[C:29]([NH:1][CH:2]([C:9]2([CH3:14])[CH2:10][CH2:11][CH2:12][CH2:13]2)[CH2:3][C:4]([O:6][CH2:7][CH3:8])=[O:5])=[N:30][C:25]([C:24]2[C:18]3[C:19](=[N:20][CH:21]=[C:16]([F:15])[CH:17]=3)[N:22]([S:35]([C:38]3[CH:43]=[CH:42][C:41]([CH3:44])=[CH:40][CH:39]=3)(=[O:37])=[O:36])[CH:23]=2)=[N:26][CH:27]=1, predict the reactants needed to synthesize it. The reactants are: [NH2:1][CH:2]([C:9]1([CH3:14])[CH2:13][CH2:12][CH2:11][CH2:10]1)[CH2:3][C:4]([O:6][CH2:7][CH3:8])=[O:5].[F:15][C:16]1[CH:17]=[C:18]2[C:24]([C:25]3[N:30]=[C:29](S(C)=O)[C:28]([F:34])=[CH:27][N:26]=3)=[CH:23][N:22]([S:35]([C:38]3[CH:43]=[CH:42][C:41]([CH3:44])=[CH:40][CH:39]=3)(=[O:37])=[O:36])[C:19]2=[N:20][CH:21]=1.C(N(CC)C(C)C)(C)C. (4) Given the product [Br:17][C:5]1[CH:6]=[C:7]2[C:2](=[N:3][CH:4]=1)[NH:1][C:10](=[O:11])[CH:9]=[CH:8]2, predict the reactants needed to synthesize it. The reactants are: [NH2:1][C:2]1[C:7](/[CH:8]=[CH:9]/[C:10](OC(C)(C)C)=[O:11])=[CH:6][C:5]([Br:17])=[CH:4][N:3]=1.C[O-].[Na+].O.